This data is from Forward reaction prediction with 1.9M reactions from USPTO patents (1976-2016). The task is: Predict the product of the given reaction. Given the reactants [Cl:1][C:2]1[CH:3]=[C:4]([C:9]2[C:14]([OH:15])=[C:13]([CH:16]=O)[CH:12]=[C:11]([C:18]3[CH:23]=[CH:22][C:21]([Cl:24])=[CH:20][CH:19]=3)[CH:10]=2)[CH:5]=[CH:6][C:7]=1[Cl:8].[C:25]([NH2:29])([CH3:28])([CH3:27])[CH3:26], predict the reaction product. The product is: [ClH:1].[C:25]([NH:29][CH2:16][C:13]1[C:14]([OH:15])=[C:9]([C:4]2[CH:5]=[CH:6][C:7]([Cl:8])=[C:2]([Cl:1])[CH:3]=2)[CH:10]=[C:11]([C:18]2[CH:23]=[CH:22][C:21]([Cl:24])=[CH:20][CH:19]=2)[CH:12]=1)([CH3:28])([CH3:27])[CH3:26].